Dataset: Peptide-MHC class I binding affinity with 185,985 pairs from IEDB/IMGT. Task: Regression. Given a peptide amino acid sequence and an MHC pseudo amino acid sequence, predict their binding affinity value. This is MHC class I binding data. (1) The MHC is HLA-B35:01 with pseudo-sequence HLA-B35:01. The peptide sequence is FLRDNRAVL. The binding affinity (normalized) is 0.0847. (2) The peptide sequence is LLVQYGAKI. The MHC is HLA-A02:06 with pseudo-sequence HLA-A02:06. The binding affinity (normalized) is 0.349. (3) The peptide sequence is VIWGQVPK. The MHC is Mamu-B08 with pseudo-sequence Mamu-B08. The binding affinity (normalized) is 0. (4) The peptide sequence is RSYMSFWCK. The MHC is HLA-B46:01 with pseudo-sequence HLA-B46:01. The binding affinity (normalized) is 0.0847.